Dataset: Catalyst prediction with 721,799 reactions and 888 catalyst types from USPTO. Task: Predict which catalyst facilitates the given reaction. (1) Reactant: [CH2:1]1[C:9]2[C:4](=[CH:5][C:6]([C:10]3[S:11][C:12]4[C:17]([N:18]=3)=[CH:16][CH:15]=[C:14]([C:19]3([C:22]5[CH:27]=[CH:26][CH:25]=[CH:24][CH:23]=5)[CH2:21][CH2:20]3)[N:13]=4)=[CH:7][CH:8]=2)[CH2:3][NH:2]1.C(Cl)Cl.[C:31]([O:35][CH2:36]C)(=[O:34])[CH:32]=[CH2:33].CN1CCCN2CCCN=C12. Product: [C:22]1([C:19]2([C:14]3[N:13]=[C:12]4[S:11][C:10]([C:6]5[CH:5]=[C:4]6[C:9](=[CH:8][CH:7]=5)[CH2:1][N:2]([CH2:33][CH2:32][C:31]([O:35][CH3:36])=[O:34])[CH2:3]6)=[N:18][C:17]4=[CH:16][CH:15]=3)[CH2:20][CH2:21]2)[CH:23]=[CH:24][CH:25]=[CH:26][CH:27]=1. The catalyst class is: 5. (2) Reactant: [CH:1]1([C:4](=O)[CH2:5][C:6](=O)[C:7]([O:9][CH2:10][CH3:11])=[O:8])[CH2:3][CH2:2]1.[CH3:14][C:15]([N:18]1[C:22]([NH2:23])=[CH:21][C:20]([CH3:24])=[N:19]1)([CH3:17])[CH3:16]. Product: [CH:1]1([C:4]2[CH:5]=[C:6]([C:7]([O:9][CH2:10][CH3:11])=[O:8])[C:21]3[C:20]([CH3:24])=[N:19][N:18]([C:15]([CH3:17])([CH3:16])[CH3:14])[C:22]=3[N:23]=2)[CH2:3][CH2:2]1. The catalyst class is: 11.